Dataset: Reaction yield outcomes from USPTO patents with 853,638 reactions. Task: Predict the reaction yield, written as a fraction of the theoretical maximum amount of product (1.0 means a 100% yield; for example, 0.34 means a 34% yield). (1) The reactants are [NH2:1][C:2]1[CH:10]=[CH:9][C:8]([F:11])=[CH:7][C:3]=1[C:4](O)=[O:5].[CH:12]([N:15](C(C)C)CC)(C)C.C1CN([P+](ON2N=NC3C=CC=CC2=3)(N2CCCC2)N2CCCC2)CC1.F[P-](F)(F)(F)(F)F.CN.C1COCC1. The catalyst is ClCCl. The product is [NH2:1][C:2]1[CH:10]=[CH:9][C:8]([F:11])=[CH:7][C:3]=1[C:4]([NH:15][CH3:12])=[O:5]. The yield is 0.787. (2) The reactants are [CH:1]1[CH:2]=[CH:3][C:4]([C@@H:7]2[N:16]([C:17]([O:19][C@@H:20]3[CH:25]4[CH2:26][CH2:27][N:22]([CH2:23][CH2:24]4)[CH2:21]3)=[O:18])[CH2:15][CH2:14][C:13]3[CH:12]=[CH:11][CH:10]=[CH:9][C:8]2=3)=[CH:5][CH:6]=1.[C:28]([OH:35])(=[O:34])[CH2:29][CH2:30][C:31]([OH:33])=[O:32]. The catalyst is CCC(C)=O. The product is [CH:1]1[CH:6]=[CH:5][C:4]([C@@H:7]2[N:16]([C:17]([O:19][C@@H:20]3[CH:25]4[CH2:24][CH2:23][N:22]([CH2:27][CH2:26]4)[CH2:21]3)=[O:18])[CH2:15][CH2:14][C:13]3[CH:12]=[CH:11][CH:10]=[CH:9][C:8]2=3)=[CH:3][CH:2]=1.[CH2:29]([C:28]([OH:35])=[O:34])[CH2:30][C:31]([OH:33])=[O:32]. The yield is 0.710. (3) The reactants are [CH2:1]([O:3][C:4]([C:6]1[CH:7]=[C:8]2[C:12](=[CH:13][CH:14]=1)[NH:11][CH:10]=[CH:9]2)=[O:5])[CH3:2].[H-].[Na+].[CH3:17][Si:18]([CH3:26])([CH3:25])[CH2:19][CH2:20][S:21](Cl)(=[O:23])=[O:22].[Cl-].[NH4+]. The catalyst is CN(C)C=O. The product is [CH2:1]([O:3][C:4]([C:6]1[CH:7]=[C:8]2[C:12](=[CH:13][CH:14]=1)[N:11]([S:21]([CH2:20][CH2:19][Si:18]([CH3:26])([CH3:25])[CH3:17])(=[O:23])=[O:22])[CH:10]=[CH:9]2)=[O:5])[CH3:2]. The yield is 0.790. (4) The reactants are CC1N=C(N2C(=O)N(CC3C=CC(C(F)(F)F)=CC=3)N=C2)SC=1C(O)=O.[F:27][CH:28]([F:52])[O:29][C:30]1[CH:51]=[CH:50][C:33]([CH2:34][N:35]2[C:39](=[O:40])[N:38]([C:41]3[S:42][C:43]([C:47](O)=[O:48])=[C:44]([CH3:46])[N:45]=3)[CH:37]=[N:36]2)=[CH:32][CH:31]=1.[N:53]1[CH:58]=[CH:57][CH:56]=[C:55]([CH2:59][NH2:60])[CH:54]=1. No catalyst specified. The product is [F:52][CH:28]([F:27])[O:29][C:30]1[CH:31]=[CH:32][C:33]([CH2:34][N:35]2[C:39](=[O:40])[N:38]([C:41]3[S:42][C:43]([C:47]([NH:60][CH2:59][C:55]4[CH:54]=[N:53][CH:58]=[CH:57][CH:56]=4)=[O:48])=[C:44]([CH3:46])[N:45]=3)[CH:37]=[N:36]2)=[CH:50][CH:51]=1. The yield is 0.490. (5) The reactants are [CH3:1][O:2][C:3](=[O:17])[C:4]1[CH:9]=[C:8]([O:10]CC(C)=C)[C:7]([Br:15])=[C:6]([OH:16])[CH:5]=1. The catalyst is CN1C(=O)CCC1. The product is [CH3:1][O:2][C:3](=[O:17])[C:4]1[CH:5]=[C:6]([OH:16])[C:7]([Br:15])=[C:8]([OH:10])[C:9]=1[CH2:5][C:4]([CH3:9])=[CH2:3]. The yield is 0.940. (6) The reactants are [C:1]([O:5][C:6]([NH:8][C@@H:9]([CH2:20][CH2:21][C:22]([O:24][CH3:25])=[O:23])[C:10]([O:12][CH2:13][C:14]1[CH:19]=[CH:18][CH:17]=[CH:16][CH:15]=1)=[O:11])=[O:7])([CH3:4])([CH3:3])[CH3:2].[CH3:26][C:27]([O:30][C:31](O[C:31]([O:30][C:27]([CH3:29])([CH3:28])[CH3:26])=[O:32])=[O:32])([CH3:29])[CH3:28]. The catalyst is C(#N)C.CN(C1C=CN=CC=1)C. The product is [C:1]([O:5][C:6]([N:8]([C:31]([O:30][C:27]([CH3:29])([CH3:28])[CH3:26])=[O:32])[C@@H:9]([CH2:20][CH2:21][C:22]([O:24][CH3:25])=[O:23])[C:10]([O:12][CH2:13][C:14]1[CH:19]=[CH:18][CH:17]=[CH:16][CH:15]=1)=[O:11])=[O:7])([CH3:4])([CH3:3])[CH3:2]. The yield is 0.300. (7) The reactants are [C:1]([NH2:5])([CH3:4])([CH3:3])[CH3:2].C(N(CC)CC)C.[Br:13][C:14]1[CH:22]=[CH:21][C:17]([C:18](Cl)=[O:19])=[C:16]([F:23])[CH:15]=1. The catalyst is C(Cl)Cl. The product is [Br:13][C:14]1[CH:22]=[CH:21][C:17]([C:18]([NH:5][C:1]([CH3:4])([CH3:3])[CH3:2])=[O:19])=[C:16]([F:23])[CH:15]=1. The yield is 0.870.